From a dataset of CYP2D6 inhibition data for predicting drug metabolism from PubChem BioAssay. Regression/Classification. Given a drug SMILES string, predict its absorption, distribution, metabolism, or excretion properties. Task type varies by dataset: regression for continuous measurements (e.g., permeability, clearance, half-life) or binary classification for categorical outcomes (e.g., BBB penetration, CYP inhibition). Dataset: cyp2d6_veith. (1) The result is 0 (non-inhibitor). The compound is CCOC(=O)c1sc(=S)n(-c2cccc(C(F)(F)F)c2)c1SC. (2) The molecule is CCCc1cc(=O)oc2c(CN3CCOCC3)c(O)ccc12. The result is 1 (inhibitor).